This data is from Reaction yield outcomes from USPTO patents with 853,638 reactions. The task is: Predict the reaction yield, written as a fraction of the theoretical maximum amount of product (1.0 means a 100% yield; for example, 0.34 means a 34% yield). The reactants are [Cl:1][C:2]1[CH:3]=[CH:4][C:5]([CH2:8][O:9][C:10]2[CH:15]=[CH:14][N+:13]([O-])=[CH:12][CH:11]=2)=[N:6][CH:7]=1.CC(OC(C)=O)=[O:19]. No catalyst specified. The product is [Cl:1][C:2]1[CH:3]=[CH:4][C:5]([CH2:8][O:9][C:10]2[CH:15]=[CH:14][NH:13][C:12](=[O:19])[CH:11]=2)=[N:6][CH:7]=1. The yield is 0.750.